Dataset: Full USPTO retrosynthesis dataset with 1.9M reactions from patents (1976-2016). Task: Predict the reactants needed to synthesize the given product. (1) Given the product [F:1][C:2]1[C:7]([C:8]([O:10][CH3:11])=[O:9])=[C:6]([O:12][CH3:13])[C:5]([N:14]([CH2:34][C:33]2[CH:36]=[CH:37][C:30]([O:29][CH3:28])=[CH:31][CH:32]=2)[S:15]([CH2:18][CH2:19][CH3:20])(=[O:17])=[O:16])=[CH:4][CH:3]=1, predict the reactants needed to synthesize it. The reactants are: [F:1][C:2]1[C:7]([C:8]([O:10][CH3:11])=[O:9])=[C:6]([O:12][CH3:13])[C:5]([NH:14][S:15]([CH2:18][CH2:19][CH3:20])(=[O:17])=[O:16])=[CH:4][CH:3]=1.CN(C)C=O.[H-].[Na+].[CH3:28][O:29][C:30]1[CH:37]=[CH:36][C:33]([CH2:34]Cl)=[CH:32][CH:31]=1. (2) Given the product [Cl:1][C:2]1[CH:7]=[C:6](/[CH:12]=[CH:11]/[C:10]([O:14][CH3:15])=[O:13])[CH:5]=[C:4]([Cl:9])[CH:3]=1, predict the reactants needed to synthesize it. The reactants are: [Cl:1][C:2]1[CH:7]=[C:6](I)[CH:5]=[C:4]([Cl:9])[CH:3]=1.[C:10]([O:14][CH3:15])(=[O:13])[CH:11]=[CH2:12].C(N(CC)CC)C.